Dataset: Catalyst prediction with 721,799 reactions and 888 catalyst types from USPTO. Task: Predict which catalyst facilitates the given reaction. (1) Product: [F:10][C:9]([F:12])([F:11])[C:7]1[CH:8]=[C:2]2[C:3](=[CH:5][CH:6]=1)[NH:4][C:14]([C:13]([OH:18])=[O:17])=[CH:16]2. The catalyst class is: 613. Reactant: I[C:2]1[CH:8]=[C:7]([C:9]([F:12])([F:11])[F:10])[CH:6]=[CH:5][C:3]=1[NH2:4].[C:13]([OH:18])(=[O:17])[C:14]([CH3:16])=O.N12CCN(CC1)CC2. (2) Reactant: [NH2:1][C:2]1[CH:10]=[CH:9][CH:8]=[C:7]2[C:3]=1[C:4](=[O:20])[N:5]([CH:12]1[CH2:17][CH2:16][C:15](=[O:18])[NH:14][C:13]1=[O:19])[C:6]2=[O:11].[CH3:21][C:22]1[CH:30]=[CH:29][C:25]([C:26](Cl)=[O:27])=[CH:24][CH:23]=1.CO. Product: [O:19]=[C:13]1[CH:12]([N:5]2[C:4](=[O:20])[C:3]3[C:7](=[CH:8][CH:9]=[CH:10][C:2]=3[NH:1][C:26](=[O:27])[C:25]3[CH:29]=[CH:30][C:22]([CH3:21])=[CH:23][CH:24]=3)[C:6]2=[O:11])[CH2:17][CH2:16][C:15](=[O:18])[NH:14]1. The catalyst class is: 1. (3) Reactant: [C:1]([C:3]1[CH:4]=[N:5][C:6]2[C:11]([CH:12]=1)=[CH:10][C:9]([O:13][CH:14]([S:24][CH3:25])[C:15]([NH:17][C:18]([CH2:22][OH:23])([CH3:21])[C:19]#[CH:20])=[O:16])=[CH:8][CH:7]=2)#[CH:2].CC(OI1(OC(C)=O)(OC(C)=O)OC(=O)C2C=CC=CC1=2)=O. Product: [C:1]([C:3]1[CH:4]=[N:5][C:6]2[C:11]([CH:12]=1)=[CH:10][C:9]([O:13][CH:14]([S:24][CH3:25])[C:15]([NH:17][C:18]([CH:22]=[O:23])([CH3:21])[C:19]#[CH:20])=[O:16])=[CH:8][CH:7]=2)#[CH:2]. The catalyst class is: 4. (4) Reactant: [CH:1]1[C:14]2[NH:13][C:12]3[C:7](=[CH:8][CH:9]=[CH:10][CH:11]=3)[S:6][C:5]=2[CH:4]=[CH:3][CH:2]=1.[C:15](Cl)(=[O:17])[CH3:16]. Product: [C:15]([N:13]1[C:14]2[CH:1]=[CH:2][CH:3]=[CH:4][C:5]=2[S:6][C:7]2[C:12]1=[CH:11][CH:10]=[CH:9][CH:8]=2)(=[O:17])[CH3:16]. The catalyst class is: 11. (5) Reactant: [N+:1]([C:4]1[CH:5]=[C:6]2[C:10](=[CH:11][CH:12]=1)[CH2:9][NH:8][CH2:7]2)([O-:3])=[O:2].Br[CH2:14][C:15]#[CH:16].C([O-])([O-])=O.[K+].[K+]. Product: [N+:1]([C:4]1[CH:5]=[C:6]2[C:10](=[CH:11][CH:12]=1)[CH2:9][N:8]([CH2:16][C:15]#[CH:14])[CH2:7]2)([O-:3])=[O:2]. The catalyst class is: 60. (6) Reactant: [F:1][CH:2]([F:39])[O:3][C:4]1[CH:9]=[CH:8][C:7]([NH:10][C:11]2[N:15]=[C:14]([CH:16]3[CH2:18][CH:17]3[C:19]3[CH:20]=[C:21]4[C:26](=[CH:27][CH:28]=3)[N:25](COCC[Si](C)(C)C)[C:24](=[O:37])[CH:23]=[CH:22]4)[O:13][N:12]=2)=[CH:6][C:5]=1[CH3:38].[C:40]([OH:46])([C:42]([F:45])([F:44])[F:43])=[O:41]. Product: [C:40]([OH:46])([C:42]([F:45])([F:44])[F:43])=[O:41].[F:39][CH:2]([F:1])[O:3][C:4]1[CH:9]=[CH:8][C:7]([NH:10][C:11]2[N:15]=[C:14]([C@@H:16]3[CH2:18][C@H:17]3[C:19]3[CH:20]=[C:21]4[C:26](=[CH:27][CH:28]=3)[NH:25][C:24](=[O:37])[CH:23]=[CH:22]4)[O:13][N:12]=2)=[CH:6][C:5]=1[CH3:38]. The catalyst class is: 2. (7) Reactant: [Br:1][C:2]1[CH:7]=[CH:6][C:5]([N:8]([CH3:10])[CH3:9])=[CH:4][C:3]=1[CH2:11][OH:12].[H-].[Na+].[CH2:15](Br)[C:16]1[CH:21]=[CH:20][CH:19]=[CH:18][CH:17]=1. Product: [CH2:15]([O:12][CH2:11][C:3]1[CH:4]=[C:5]([CH:6]=[CH:7][C:2]=1[Br:1])[N:8]([CH3:9])[CH3:10])[C:16]1[CH:21]=[CH:20][CH:19]=[CH:18][CH:17]=1. The catalyst class is: 1. (8) Reactant: [CH3:1][C:2]1([C:7]2[O:8][CH:9]=[CH:10][CH:11]=2)[O:6][CH2:5][CH2:4][O:3]1.[CH:12]([O:15][C:16]1[CH:23]=[CH:22][CH:21]=[CH:20][C:17]=1[CH:18]=[O:19])(C)C.[Cl-].[NH4+]. The catalyst class is: 7. Product: [CH3:12][O:15][C:16]1[CH:23]=[CH:22][CH:21]=[CH:20][C:17]=1[CH:18]([OH:19])[C:9]1[O:8][C:7]([C:2]2([CH3:1])[O:3][CH2:4][CH2:5][O:6]2)=[CH:11][CH:10]=1. (9) Reactant: [NH2:1][C@@H:2]([CH:6]([CH3:8])[CH3:7])[C:3]([OH:5])=[O:4].[OH-].[Na+].O.Cl[C:13]([O:15][CH3:16])=[O:14]. The catalyst class is: 11. Product: [CH3:16][O:15][C:13]([NH:1][C@@H:2]([CH:6]([CH3:8])[CH3:7])[C:3]([OH:5])=[O:4])=[O:14]. (10) Reactant: [Cl:1][C:2]1[CH:7]=[CH:6][C:5]([S:8]([CH2:10][C:11]2[CH:12]=[C:13]([CH:17]=[CH:18][CH:19]=2)[C:14](O)=[O:15])=[O:9])=[C:4]([NH:20][S:21]([C:24]2[CH:29]=[CH:28][C:27]([Cl:30])=[C:26]([C:31]([F:34])([F:33])[F:32])[CH:25]=2)(=[O:23])=[O:22])[CH:3]=1.[N:35]1([CH2:40][CH2:41][NH2:42])[CH2:39][CH2:38][CH2:37][CH2:36]1.C(Cl)CCl. Product: [Cl:1][C:2]1[CH:7]=[CH:6][C:5]([S:8]([CH2:10][C:11]2[CH:12]=[C:13]([CH:17]=[CH:18][CH:19]=2)[C:14]([NH:42][CH2:41][CH2:40][N:35]2[CH2:39][CH2:38][CH2:37][CH2:36]2)=[O:15])=[O:9])=[C:4]([NH:20][S:21]([C:24]2[CH:29]=[CH:28][C:27]([Cl:30])=[C:26]([C:31]([F:34])([F:32])[F:33])[CH:25]=2)(=[O:22])=[O:23])[CH:3]=1. The catalyst class is: 241.